Dataset: Forward reaction prediction with 1.9M reactions from USPTO patents (1976-2016). Task: Predict the product of the given reaction. (1) Given the reactants [Na].Cl[C:3]1[CH:4]=[N:5][CH:6]=[C:7](Cl)[CH:8]=1.[OH-].[Na+].[CH2:12]([NH2:15])[CH2:13][NH2:14].C[C:17](C)([O-:19])C.[K+], predict the reaction product. The product is: [NH3:5].[CH3:17][O:19][C:3]1[CH:8]=[C:7]([NH:14][CH2:13][CH2:12][NH2:15])[CH:6]=[N:5][CH:4]=1. (2) Given the reactants [CH2:1]([O:3][C:4]([CH:6]1[CH2:9][CH:8]([CH2:10][NH:11][C:12]([NH:14][C@:15]([C:23]2[CH:28]=[CH:27][C:26]([CH2:29][CH2:30][C:31]([CH3:34])([CH3:33])[CH3:32])=[C:25]([Cl:35])[CH:24]=2)([CH3:22])[CH:16]([CH2:20]O)[CH:17]([CH3:19])[CH3:18])=[O:13])[CH2:7]1)=[O:5])[CH3:2].C(O)(=O)C.C(O)(=O)C.IC1C=CC=CC=1.CC1(C)N([O])C(C)(C)CCC1.FC(F)(F)C(O)=O.S([O-])([O-])=O.[Na+].[Na+].C(=O)([O-])O.[Na+], predict the reaction product. The product is: [CH2:1]([O:3][C:4]([CH:6]1[CH2:7][CH:8]([CH2:10][N:11]2[CH:20]=[C:16]([CH:17]([CH3:18])[CH3:19])[C@@:15]([C:23]3[CH:28]=[CH:27][C:26]([CH2:29][CH2:30][C:31]([CH3:34])([CH3:33])[CH3:32])=[C:25]([Cl:35])[CH:24]=3)([CH3:22])[NH:14][C:12]2=[O:13])[CH2:9]1)=[O:5])[CH3:2].